This data is from Peptide-MHC class II binding affinity with 134,281 pairs from IEDB. The task is: Regression. Given a peptide amino acid sequence and an MHC pseudo amino acid sequence, predict their binding affinity value. This is MHC class II binding data. (1) The peptide sequence is EKKYFNATQFEPLAA. The MHC is HLA-DQA10501-DQB10301 with pseudo-sequence HLA-DQA10501-DQB10301. The binding affinity (normalized) is 0.308. (2) The peptide sequence is ATTANVPPADKYKTF. The MHC is DRB1_0901 with pseudo-sequence DRB1_0901. The binding affinity (normalized) is 0.347. (3) The peptide sequence is FDISKISGEWYSIFL. The MHC is DRB3_0101 with pseudo-sequence DRB3_0101. The binding affinity (normalized) is 0.378. (4) The peptide sequence is ALTGATEIQNSGGTS. The MHC is DRB1_0401 with pseudo-sequence DRB1_0401. The binding affinity (normalized) is 0.212. (5) The peptide sequence is YDNDNPYRTWHYCGS. The MHC is HLA-DQA10201-DQB10301 with pseudo-sequence HLA-DQA10201-DQB10301. The binding affinity (normalized) is 0. (6) The peptide sequence is SQDLYLSWNLNGLQAY. The MHC is HLA-DQA10301-DQB10302 with pseudo-sequence HLA-DQA10301-DQB10302. The binding affinity (normalized) is 0.456. (7) The peptide sequence is THHYFVDLIGGAMLSL. The MHC is DRB1_1302 with pseudo-sequence DRB1_1302. The binding affinity (normalized) is 0.